Task: Predict the product of the given reaction.. Dataset: Forward reaction prediction with 1.9M reactions from USPTO patents (1976-2016) (1) Given the reactants [F:1][C:2]1[CH:3]=[CH:4][C:5]([C:18]([O:20][CH3:21])=[O:19])=[N:6][C:7]=1[C:8]1[CH2:17][CH2:16][C:11]2([O:15][CH2:14][CH2:13][O:12]2)[CH2:10][CH:9]=1, predict the reaction product. The product is: [F:1][C:2]1[CH:3]=[CH:4][C:5]([C:18]([O:20][CH3:21])=[O:19])=[N:6][C:7]=1[CH:8]1[CH2:9][CH2:10][C:11]2([O:15][CH2:14][CH2:13][O:12]2)[CH2:16][CH2:17]1. (2) Given the reactants C(O[C:6](=O)[N:7]([CH:9]([C:11](=[O:42])[NH:12][CH:13]([C:18]([N:20]1[CH2:24][CH2:23][CH:22]2[N:25]([C:38](=[O:41])[NH:39][CH3:40])[CH2:26][CH:27]([CH2:28][O:29][C:30]3[CH:35]=[CH:34][C:33]([F:36])=[C:32]([F:37])[CH:31]=3)[CH:21]12)=[O:19])[C:14]([CH3:17])([CH3:16])[CH3:15])[CH3:10])C)(C)(C)C.C(O)(C(F)(F)F)=O, predict the reaction product. The product is: [CH3:40][NH:39][C:38]([N:25]1[CH2:26][CH:27]([CH2:28][O:29][C:30]2[CH:35]=[CH:34][C:33]([F:36])=[C:32]([F:37])[CH:31]=2)[CH:21]2[N:20]([C:18](=[O:19])[CH:13]([NH:12][C:11](=[O:42])[CH:9]([NH:7][CH3:6])[CH3:10])[C:14]([CH3:16])([CH3:17])[CH3:15])[CH2:24][CH2:23][CH:22]12)=[O:41]. (3) Given the reactants [CH2:1]1[CH:12]2[CH:4]([NH:5][C:6]3[CH:7]=[CH:8][CH:9]=[CH:10][C:11]=32)[CH2:3][CH2:2]1.Cl[C:14]1[CH:19]=[CH:18][C:17]([CH:20]=[C:21]([C:48]2[CH:53]=[CH:52][C:51]([C:54]3[CH:59]=[CH:58][C:57]([O:60][CH2:61][CH2:62][CH2:63][CH2:64][CH2:65][CH3:66])=[CH:56][C:55]=3[O:67][CH2:68][CH2:69][CH2:70][CH2:71][CH2:72][CH3:73])=[CH:50][CH:49]=2)[C:22]2[CH:27]=[CH:26][C:25]([C:28]3[CH:33]=[CH:32][C:31]([O:34][CH2:35][CH2:36][CH2:37][CH2:38][CH2:39][CH3:40])=[CH:30][C:29]=3[O:41][CH2:42][CH2:43][CH2:44][CH2:45][CH2:46][CH3:47])=[CH:24][CH:23]=2)=[CH:16][CH:15]=1.C(OC1C=C(OCCCCCC)C=CC=1C1C=CC(N2C3C=CC(Br)=CC=3C3CCCC23)=CC=1)CCCCC, predict the reaction product. The product is: [CH2:68]([O:67][C:55]1[CH:56]=[C:57]([O:60][CH2:61][CH2:62][CH2:63][CH2:64][CH2:65][CH3:66])[CH:58]=[CH:59][C:54]=1[C:51]1[CH:52]=[CH:53][C:48]([C:21]([C:22]2[CH:23]=[CH:24][C:25]([C:28]3[CH:33]=[CH:32][C:31]([O:34][CH2:35][CH2:36][CH2:37][CH2:38][CH2:39][CH3:40])=[CH:30][C:29]=3[O:41][CH2:42][CH2:43][CH2:44][CH2:45][CH2:46][CH3:47])=[CH:26][CH:27]=2)=[CH:20][C:17]2[CH:18]=[CH:19][C:14]([N:5]3[C:6]4[CH:7]=[CH:8][CH:9]=[CH:10][C:11]=4[CH:12]4[CH2:1][CH2:2][CH2:3][CH:4]34)=[CH:15][CH:16]=2)=[CH:49][CH:50]=1)[CH2:69][CH2:70][CH2:71][CH2:72][CH3:73]. (4) Given the reactants C([O-])C.[Na+].[C:5]([O:11][CH2:12][CH3:13])(=[O:10])[CH2:6][C:7]([CH3:9])=O.[F:14][C:15]([F:41])([F:40])[C:16]1[CH:17]=[C:18]([NH:22][N:23]=[C:24](OS(C2C=CC(C)=CC=2)(=O)=O)[C:25]([F:28])([F:27])[F:26])[CH:19]=[CH:20][CH:21]=1, predict the reaction product. The product is: [CH2:12]([O:11][C:5]([C:6]1[C:24]([C:25]([F:26])([F:27])[F:28])=[N:23][N:22]([C:18]2[CH:19]=[CH:20][CH:21]=[C:16]([C:15]([F:40])([F:41])[F:14])[CH:17]=2)[C:7]=1[CH3:9])=[O:10])[CH3:13].